Predict which catalyst facilitates the given reaction. From a dataset of Catalyst prediction with 721,799 reactions and 888 catalyst types from USPTO. (1) Reactant: [C:1]([O:5][C:6]([N:8]1[CH2:11][CH2:10][C@H:9]1[CH2:12][OH:13])=[O:7])([CH3:4])([CH3:3])[CH3:2].[CH3:14]I.[H-].[Na+]. Product: [C:1]([O:5][C:6]([N:8]1[CH2:11][CH2:10][C@H:9]1[CH2:12][O:13][CH3:14])=[O:7])([CH3:4])([CH3:3])[CH3:2]. The catalyst class is: 9. (2) Reactant: [NH2:1][C:2]1[C:11](=[O:12])[C:10]2[N:9]=[C:8]([CH:13]=O)[CH:7]=[CH:6][C:5]=2[C:4](=[O:15])[C:3]=1[Cl:16].[CH3:17][O:18][C:19](=[O:33])[C@H:20]([CH:22]([CH3:32])[C:23]1[C:31]2[C:26](=[CH:27][CH:28]=[CH:29][CH:30]=2)[NH:25][CH:24]=1)[NH2:21]. Product: [CH3:32][C:22]1[C:23]2[C:24](=[C:13]([C:8]3[CH:7]=[CH:6][C:5]4[C:4]([OH:15])=[C:3]([Cl:16])[C:2](=[NH:1])[C:11](=[O:12])[C:10]=4[N:9]=3)[NH:21][C:20]=1[C:19]([O:18][CH3:17])=[O:33])[N:25]=[C:26]1[C:31]=2[CH:30]=[CH:29][CH:28]=[CH:27]1. The catalyst class is: 520.